This data is from Catalyst prediction with 721,799 reactions and 888 catalyst types from USPTO. The task is: Predict which catalyst facilitates the given reaction. (1) Reactant: [CH2:1]([NH:6][C:7]1[CH:15]=[CH:14][CH:13]=[C:9]([C:10]([OH:12])=O)[C:8]=1[C:16]([OH:18])=O)[CH2:2][CH2:3][CH2:4][CH3:5].Cl.[NH2:20][CH:21]1[CH2:26][CH2:25][C:24](=[O:27])[NH:23][C:22]1=[O:28]. Product: [O:28]=[C:22]1[CH:21]([N:20]2[C:16](=[O:18])[C:8]3[C:9](=[CH:13][CH:14]=[CH:15][C:7]=3[NH:6][CH2:1][CH2:2][CH2:3][CH2:4][CH3:5])[C:10]2=[O:12])[CH2:26][CH2:25][C:24](=[O:27])[NH:23]1. The catalyst class is: 15. (2) Reactant: [C:1]([O:5][C:6]([NH:8][CH2:9][C@H:10]1[CH2:15][CH2:14][C@H:13]([C:16]([NH:18][C@H:19]([C:37](=[O:58])[NH:38][C:39]2[CH:44]=[CH:43][C:42]([C:45]3[NH:49][N:48]=[C:47]([C:50]([F:57])([F:56])[C:51]([F:55])([F:54])[CH2:52][OH:53])[N:46]=3)=[CH:41][CH:40]=2)[CH2:20][C:21]2[CH:26]=[CH:25][C:24]([C:27]3[CH:32]=[CH:31][C:30]([C:33]([OH:35])=O)=[CH:29][C:28]=3[CH3:36])=[CH:23][CH:22]=2)=[O:17])[CH2:12][CH2:11]1)=[O:7])([CH3:4])([CH3:3])[CH3:2].[NH2:59][C@H:60]1[CH2:65][CH2:64][C@H:63]([OH:66])[CH2:62][CH2:61]1.C(N(CC)C(C)C)(C)C.F[P-](F)(F)(F)(F)F.CN(C(ON1C2=NC=CC=C2N=N1)=[N+](C)C)C. Product: [OH:66][C@H:63]1[CH2:64][CH2:65][C@H:60]([NH:59][C:33]([C:30]2[CH:31]=[CH:32][C:27]([C:24]3[CH:23]=[CH:22][C:21]([CH2:20][C@H:19]([NH:18][C:16]([C@H:13]4[CH2:12][CH2:11][C@H:10]([CH2:9][NH:8][C:6](=[O:7])[O:5][C:1]([CH3:2])([CH3:3])[CH3:4])[CH2:15][CH2:14]4)=[O:17])[C:37](=[O:58])[NH:38][C:39]4[CH:44]=[CH:43][C:42]([C:45]5[NH:49][N:48]=[C:47]([C:50]([F:57])([F:56])[C:51]([F:54])([F:55])[CH2:52][OH:53])[N:46]=5)=[CH:41][CH:40]=4)=[CH:26][CH:25]=3)=[C:28]([CH3:36])[CH:29]=2)=[O:35])[CH2:61][CH2:62]1. The catalyst class is: 9.